From a dataset of Catalyst prediction with 721,799 reactions and 888 catalyst types from USPTO. Predict which catalyst facilitates the given reaction. Reactant: [NH2:1][CH2:2][CH:3]([OH:9])[CH2:4][O:5][CH:6]([CH3:8])[CH3:7].Cl[C:11]([O:13][CH2:14][C:15]1[CH:20]=[CH:19][CH:18]=[CH:17][CH:16]=1)=[O:12].C(N(C(C)C)CC)(C)C.CN(C=O)C. Product: [OH:9][CH:3]([CH2:4][O:5][CH:6]([CH3:8])[CH3:7])[CH2:2][NH:1][C:11](=[O:12])[O:13][CH2:14][C:15]1[CH:20]=[CH:19][CH:18]=[CH:17][CH:16]=1. The catalyst class is: 1.